Dataset: NCI-60 drug combinations with 297,098 pairs across 59 cell lines. Task: Regression. Given two drug SMILES strings and cell line genomic features, predict the synergy score measuring deviation from expected non-interaction effect. (1) Drug 1: CNC(=O)C1=NC=CC(=C1)OC2=CC=C(C=C2)NC(=O)NC3=CC(=C(C=C3)Cl)C(F)(F)F. Drug 2: CC1CCCC2(C(O2)CC(NC(=O)CC(C(C(=O)C(C1O)C)(C)C)O)C(=CC3=CSC(=N3)C)C)C. Cell line: NCIH23. Synergy scores: CSS=61.1, Synergy_ZIP=17.1, Synergy_Bliss=18.2, Synergy_Loewe=-21.4, Synergy_HSA=9.47. (2) Drug 1: CN(C)N=NC1=C(NC=N1)C(=O)N. Drug 2: CN(C(=O)NC(C=O)C(C(C(CO)O)O)O)N=O. Cell line: MCF7. Synergy scores: CSS=-5.79, Synergy_ZIP=-0.205, Synergy_Bliss=-7.47, Synergy_Loewe=-8.25, Synergy_HSA=-7.95. (3) Drug 1: C1=NC2=C(N=C(N=C2N1C3C(C(C(O3)CO)O)F)Cl)N. Drug 2: C1CN(CCN1C(=O)CCBr)C(=O)CCBr. Cell line: HCT116. Synergy scores: CSS=13.7, Synergy_ZIP=0.0300, Synergy_Bliss=0.212, Synergy_Loewe=-1.27, Synergy_HSA=-4.17. (4) Drug 1: C1CCC(CC1)NC(=O)N(CCCl)N=O. Drug 2: CC12CCC3C(C1CCC2OP(=O)(O)O)CCC4=C3C=CC(=C4)OC(=O)N(CCCl)CCCl.[Na+]. Cell line: HT29. Synergy scores: CSS=6.82, Synergy_ZIP=-5.52, Synergy_Bliss=-7.92, Synergy_Loewe=-19.4, Synergy_HSA=-9.45. (5) Drug 1: CC(CN1CC(=O)NC(=O)C1)N2CC(=O)NC(=O)C2. Drug 2: C(CN)CNCCSP(=O)(O)O. Cell line: SF-268. Synergy scores: CSS=17.3, Synergy_ZIP=-4.85, Synergy_Bliss=5.19, Synergy_Loewe=-2.98, Synergy_HSA=3.34. (6) Drug 1: C1=NC2=C(N1)C(=S)N=C(N2)N. Drug 2: CC1C(C(CC(O1)OC2CC(CC3=C2C(=C4C(=C3O)C(=O)C5=C(C4=O)C(=CC=C5)OC)O)(C(=O)CO)O)N)O.Cl. Cell line: SN12C. Synergy scores: CSS=48.4, Synergy_ZIP=-5.70, Synergy_Bliss=-5.97, Synergy_Loewe=-7.63, Synergy_HSA=-1.62. (7) Drug 1: CCCS(=O)(=O)NC1=C(C(=C(C=C1)F)C(=O)C2=CNC3=C2C=C(C=N3)C4=CC=C(C=C4)Cl)F. Drug 2: CC1=C(C=C(C=C1)NC2=NC=CC(=N2)N(C)C3=CC4=NN(C(=C4C=C3)C)C)S(=O)(=O)N.Cl. Cell line: MCF7. Synergy scores: CSS=10.0, Synergy_ZIP=8.64, Synergy_Bliss=13.4, Synergy_Loewe=9.80, Synergy_HSA=10.4.